This data is from Full USPTO retrosynthesis dataset with 1.9M reactions from patents (1976-2016). The task is: Predict the reactants needed to synthesize the given product. (1) The reactants are: [F:1][C:2]1[C:7]([F:8])=[CH:6][CH:5]=[C:4]([NH:9][CH:10]=[C:11]([C:17]([O:19][CH2:20][CH3:21])=[O:18])[C:12]([O:14][CH2:15][CH3:16])=[O:13])[C:3]=1[O:22][CH2:23][C@H:24](OS(C)(=O)=O)[CH3:25].C(=O)([O-])[O-].[K+].[K+]. Given the product [F:8][C:7]1[CH:6]=[CH:5][C:4]2[N:9]([CH:10]=[C:11]([C:17]([O:19][CH2:20][CH3:21])=[O:18])[C:12]([O:14][CH2:15][CH3:16])=[O:13])[C@@H:24]([CH3:25])[CH2:23][O:22][C:3]=2[C:2]=1[F:1], predict the reactants needed to synthesize it. (2) Given the product [C:1]([C:3]1[CH:4]=[C:5]([CH:16]=[CH:17][CH:18]=1)[C:6]([NH:8][C:9]1[C:10]([NH:15][C:26](=[O:27])[C:25]2[CH:24]=[CH:23][C:22]([O:21][CH2:19][CH3:20])=[CH:30][CH:29]=2)=[CH:11][CH:12]=[CH:13][CH:14]=1)=[O:7])#[N:2], predict the reactants needed to synthesize it. The reactants are: [C:1]([C:3]1[CH:4]=[C:5]([CH:16]=[CH:17][CH:18]=1)[C:6]([NH:8][C:9]1[C:10]([NH2:15])=[CH:11][CH:12]=[CH:13][CH:14]=1)=[O:7])#[N:2].[CH2:19]([O:21][C:22]1[CH:30]=[CH:29][C:25]([C:26](Cl)=[O:27])=[CH:24][CH:23]=1)[CH3:20]. (3) Given the product [CH2:1]([O:8][C:9]1[CH:14]=[C:13]([O:15][CH2:16][O:17][CH3:18])[CH:12]=[CH:11][C:10]=1[CH:19]=[CH:20][C:21]([C:23]1[CH:28]=[CH:27][C:26]([O:29][CH2:30][C:31]2[CH:32]=[CH:33][CH:34]=[CH:35][CH:36]=2)=[CH:25][C:24]=1[O:37][C:45](=[O:47])[CH3:46])=[O:22])[C:2]1[CH:7]=[CH:6][CH:5]=[CH:4][CH:3]=1, predict the reactants needed to synthesize it. The reactants are: [CH2:1]([O:8][C:9]1[CH:14]=[C:13]([O:15][CH2:16][O:17][CH3:18])[CH:12]=[CH:11][C:10]=1[CH:19]=[CH:20][C:21]([C:23]1[CH:28]=[CH:27][C:26]([O:29][CH2:30][C:31]2[CH:36]=[CH:35][CH:34]=[CH:33][CH:32]=2)=[CH:25][C:24]=1[OH:37])=[O:22])[C:2]1[CH:7]=[CH:6][CH:5]=[CH:4][CH:3]=1.C(N(CC)CC)C.[C:45](OC(=O)C)(=[O:47])[CH3:46]. (4) Given the product [C:1]([O:5][C:6](=[O:25])[NH:7][C:8]1[CH:13]=[C:12]([N:14]([CH2:16][CH:17]2[CH2:19][CH2:18]2)[CH3:15])[C:11]([C:20]([F:23])([F:22])[F:21])=[CH:10][C:9]=1[NH:24][C:31](=[O:30])[CH2:32][C:33]([C:35]1[CH:40]=[CH:39][N:38]=[C:37]([C:41]#[N:42])[CH:36]=1)=[O:34])([CH3:4])([CH3:2])[CH3:3], predict the reactants needed to synthesize it. The reactants are: [C:1]([O:5][C:6](=[O:25])[NH:7][C:8]1[CH:13]=[C:12]([N:14]([CH2:16][CH:17]2[CH2:19][CH2:18]2)[CH3:15])[C:11]([C:20]([F:23])([F:22])[F:21])=[CH:10][C:9]=1[NH2:24])([CH3:4])([CH3:3])[CH3:2].C([O:30][C:31](=O)[CH2:32][C:33]([C:35]1[CH:40]=[CH:39][N:38]=[C:37]([C:41]#[N:42])[CH:36]=1)=[O:34])(C)(C)C. (5) Given the product [CH3:40][C:41]1([CH3:49])[O:45][C@@H:44]([CH2:46][CH2:47][NH:48][C:36]([CH:16]2[CH:15]([C:11]3[CH:12]=[CH:13][CH:14]=[C:9]([Cl:8])[C:10]=3[F:39])[C:19]([C:22]3[CH:27]=[CH:26][C:25]([Cl:28])=[CH:24][C:23]=3[F:29])([C:20]#[N:21])[CH:18]([CH2:30][C:31]([CH3:35])([CH3:34])[CH:32]=[CH2:33])[NH:17]2)=[O:37])[CH2:43][O:42]1, predict the reactants needed to synthesize it. The reactants are: FC(F)(F)C(O)=O.[Cl:8][C:9]1[C:10]([F:39])=[C:11]([CH:15]2[C:19]([C:22]3[CH:27]=[CH:26][C:25]([Cl:28])=[CH:24][C:23]=3[F:29])([C:20]#[N:21])[CH:18]([CH2:30][C:31]([CH3:35])([CH3:34])[CH:32]=[CH2:33])[NH:17][CH:16]2[C:36](O)=[O:37])[CH:12]=[CH:13][CH:14]=1.[CH3:40][C:41]1([CH3:49])[O:45][C@@H:44]([CH2:46][CH2:47][NH2:48])[CH2:43][O:42]1.CN(C(ON1N=NC2C=CC=NC1=2)=[N+](C)C)C.F[P-](F)(F)(F)(F)F.CCN(C(C)C)C(C)C. (6) Given the product [C:1]([O:5][C:6]([NH:8][CH2:9][C:10]1[C:11]([CH2:35][CH:36]([CH3:38])[CH3:37])=[N:12][C:13]([CH3:34])=[C:14]([C:26]=1[C:27]1[CH:32]=[CH:31][C:30]([CH3:33])=[CH:29][CH:28]=1)[C:15]([O:17][CH2:18][C:19]1[CH:24]=[CH:23][C:22]([C:46]2[CH:47]=[CH:48][C:43]([C:41]([O:40][CH3:39])=[O:42])=[CH:44][CH:45]=2)=[CH:21][CH:20]=1)=[O:16])=[O:7])([CH3:4])([CH3:3])[CH3:2], predict the reactants needed to synthesize it. The reactants are: [C:1]([O:5][C:6]([NH:8][CH2:9][C:10]1[C:11]([CH2:35][CH:36]([CH3:38])[CH3:37])=[N:12][C:13]([CH3:34])=[C:14]([C:26]=1[C:27]1[CH:32]=[CH:31][C:30]([CH3:33])=[CH:29][CH:28]=1)[C:15]([O:17][CH2:18][C:19]1[CH:24]=[CH:23][C:22](Br)=[CH:21][CH:20]=1)=[O:16])=[O:7])([CH3:4])([CH3:3])[CH3:2].[CH3:39][O:40][C:41]([C:43]1[CH:48]=[CH:47][C:46](B(O)O)=[CH:45][CH:44]=1)=[O:42].C(=O)([O-])[O-].[K+].[K+]. (7) Given the product [NH2:21][C:22]1[C:27]([C:28]([NH:30][C:31]2[CH:36]=[C:35]([O:37][CH3:38])[CH:34]=[C:33]([O:39][CH3:40])[CH:32]=2)=[O:29])=[C:26]([NH:1][C@H:2]([C:4]2[N:9]([C:10]3[CH:15]=[CH:14][CH:13]=[CH:12][CH:11]=3)[C:8](=[O:16])[C:7]3=[C:17]([CH3:20])[CH:18]=[CH:19][N:6]3[N:5]=2)[CH3:3])[N:25]=[CH:24][N:23]=1, predict the reactants needed to synthesize it. The reactants are: [NH2:1][C@H:2]([C:4]1[N:9]([C:10]2[CH:15]=[CH:14][CH:13]=[CH:12][CH:11]=2)[C:8](=[O:16])[C:7]2=[C:17]([CH3:20])[CH:18]=[CH:19][N:6]2[N:5]=1)[CH3:3].[NH2:21][C:22]1[C:27]([C:28]([NH:30][C:31]2[CH:36]=[C:35]([O:37][CH3:38])[CH:34]=[C:33]([O:39][CH3:40])[CH:32]=2)=[O:29])=[C:26](Cl)[N:25]=[CH:24][N:23]=1.CCN(C(C)C)C(C)C.[F-].[Cs+]. (8) Given the product [N:1]1[CH:6]=[CH:5][CH:4]=[CH:3][C:2]=1[N:7]1[C:11]([C:12]([F:15])([F:13])[F:14])=[C:10]([C:16]2[O:20][N:19]=[C:18]([C:21]3[CH:22]=[CH:23][C:24]([CH2:25][N:29]4[CH2:32][CH:31]([C:33]([OH:35])=[O:34])[CH2:30]4)=[CH:27][CH:28]=3)[N:17]=2)[CH:9]=[N:8]1, predict the reactants needed to synthesize it. The reactants are: [N:1]1[CH:6]=[CH:5][CH:4]=[CH:3][C:2]=1[N:7]1[C:11]([C:12]([F:15])([F:14])[F:13])=[C:10]([C:16]2[O:20][N:19]=[C:18]([C:21]3[CH:28]=[CH:27][C:24]([CH:25]=O)=[CH:23][CH:22]=3)[N:17]=2)[CH:9]=[N:8]1.[NH:29]1[CH2:32][CH:31]([C:33]([OH:35])=[O:34])[CH2:30]1.C([BH3-])#N.[Na+]. (9) Given the product [Br:8][C:5]1[CH:4]=[N:3][C:2]([O:16][C:14]2[CH:13]=[CH:12][N:11]=[C:10]([Cl:9])[CH:15]=2)=[CH:7][N:6]=1, predict the reactants needed to synthesize it. The reactants are: Br[C:2]1[CH:7]=[N:6][C:5]([Br:8])=[CH:4][N:3]=1.[Cl:9][C:10]1[CH:15]=[C:14]([OH:16])[CH:13]=[CH:12][N:11]=1.C([O-])([O-])=O.[Cs+].[Cs+].O. (10) Given the product [CH3:25][S:26][C:3]1[S:7][C:6]2=[N:8][CH2:9][CH2:10][N:5]2[C:4]=1[C:11]1[C:20]2[C:15](=[CH:16][CH:17]=[CH:18][CH:19]=2)[CH:14]=[CH:13][CH:12]=1, predict the reactants needed to synthesize it. The reactants are: Br.Br[C:3]1[S:7][C:6]2=[N:8][CH2:9][CH2:10][N:5]2[C:4]=1[C:11]1[C:20]2[C:15](=[CH:16][CH:17]=[CH:18][CH:19]=2)[CH:14]=[CH:13][CH:12]=1.C([Mg]Cl)C.[CH3:25][S:26]SC.